This data is from Forward reaction prediction with 1.9M reactions from USPTO patents (1976-2016). The task is: Predict the product of the given reaction. (1) Given the reactants [C:1]1([N:7]2[C:12](=[O:13])[C:11]3[S:14][CH:15]=[C:16]([C:17]4[CH:22]=[CH:21][CH:20]=[CH:19][CH:18]=4)[C:10]=3[N:9]=[CH:8]2)[CH:6]=[CH:5][CH:4]=[CH:3][CH:2]=1.N[C:24]1[C:28](C2C=CC=CC=2)=CS[C:25]=1C(OC)=O.C(OCC)(OCC)OCC.C(C1CCC(N)CC1)(C)C, predict the reaction product. The product is: [CH:24]([CH:4]1[CH2:5][CH2:6][CH:1]([N:7]2[C:12](=[O:13])[C:11]3[S:14][CH:15]=[C:16]([C:17]4[CH:18]=[CH:19][CH:20]=[CH:21][CH:22]=4)[C:10]=3[N:9]=[CH:8]2)[CH2:2][CH2:3]1)([CH3:28])[CH3:25]. (2) Given the reactants [CH3:1][C:2]([C:6]1[CH:10]=[C:9]([NH:11][C:12](=[O:25])[C:13]([CH3:24])([S:15]([CH:18]2[CH2:23][CH2:22][O:21][CH2:20][CH2:19]2)(=[O:17])=[O:16])[CH3:14])[O:8][N:7]=1)([CH3:5])[CH:3]=O.[CH3:26][O:27][C:28]1[CH:35]=[CH:34][C:31]([CH2:32][NH2:33])=[CH:30][CH:29]=1.C(O[BH-](OC(=O)C)OC(=O)C)(=O)C, predict the reaction product. The product is: [CH3:26][O:27][C:28]1[CH:35]=[CH:34][C:31]([CH2:32][NH:33][CH2:5][C:2]([C:6]2[CH:10]=[C:9]([NH:11][C:12](=[O:25])[C:13]([CH3:24])([S:15]([CH:18]3[CH2:19][CH2:20][O:21][CH2:22][CH2:23]3)(=[O:16])=[O:17])[CH3:14])[O:8][N:7]=2)([CH3:1])[CH3:3])=[CH:30][CH:29]=1.